From a dataset of Forward reaction prediction with 1.9M reactions from USPTO patents (1976-2016). Predict the product of the given reaction. Given the reactants C(N[C@H:9]([C:27](O)=O)[CH2:10][C:11]1[CH:16]=[CH:15][C:14](OCC2C(Cl)=CC=CC=2Cl)=[CH:13][CH:12]=1)(OC(C)(C)C)=O.CN1CCOCC1.Cl[C:38]([O:40][CH2:41][CH:42](C)C)=[O:39], predict the reaction product. The product is: [CH2:41]([O:40][C:38](=[O:39])[CH2:27][CH2:9][CH2:10][C:11]1[CH:12]=[CH:13][CH:14]=[CH:15][CH:16]=1)[CH3:42].